Dataset: Reaction yield outcomes from USPTO patents with 853,638 reactions. Task: Predict the reaction yield, written as a fraction of the theoretical maximum amount of product (1.0 means a 100% yield; for example, 0.34 means a 34% yield). The reactants are C[O:2][C:3]1[CH:4]=[C:5]2[C:10](=[CH:11][CH:12]=1)[S:9][C:8]([CH3:14])([CH3:13])[CH2:7][C:6]2=[O:15].B(Br)(Br)Br. The catalyst is C(Cl)Cl. The product is [OH:2][C:3]1[CH:4]=[C:5]2[C:10](=[CH:11][CH:12]=1)[S:9][C:8]([CH3:13])([CH3:14])[CH2:7][C:6]2=[O:15]. The yield is 0.400.